Dataset: Forward reaction prediction with 1.9M reactions from USPTO patents (1976-2016). Task: Predict the product of the given reaction. (1) Given the reactants [O:1]1[C:5]2([CH2:10][CH2:9][CH:8]([N:11]3[C:16](=[O:17])[C:15]([CH2:18][C:19]4[CH:24]=[CH:23][C:22]([C:25]5[C:26]([C:31]#[N:32])=[CH:27][CH:28]=[CH:29][CH:30]=5)=[CH:21][CH:20]=4)=[C:14]([CH2:33][CH2:34][CH3:35])[N:13]4[N:36]=[C:37]([CH3:39])[N:38]=[C:12]34)[CH2:7][CH2:6]2)[O:4][CH2:3][CH2:2]1.C([BH3-])#N.[Na+].B(F)(F)F.CCOCC.C(=O)([O-])O.[Na+], predict the reaction product. The product is: [OH:1][CH2:2][CH2:3][O:4][C@H:5]1[CH2:10][CH2:9][C@H:8]([N:11]2[C:16](=[O:17])[C:15]([CH2:18][C:19]3[CH:24]=[CH:23][C:22]([C:25]4[C:26]([C:31]#[N:32])=[CH:27][CH:28]=[CH:29][CH:30]=4)=[CH:21][CH:20]=3)=[C:14]([CH2:33][CH2:34][CH3:35])[N:13]3[N:36]=[C:37]([CH3:39])[N:38]=[C:12]23)[CH2:7][CH2:6]1. (2) The product is: [Br:21][C:7]1[C:6]2[C:11](=[C:2]([F:1])[CH:3]=[C:4]([O:18][CH3:19])[CH:5]=2)[N:10]=[CH:9][C:8]=1[C:12]([O:14][CH2:15][CH3:16])=[O:13]. Given the reactants [F:1][C:2]1[CH:3]=[C:4]([O:18][CH3:19])[CH:5]=[C:6]2[C:11]=1[NH:10][CH:9]=[C:8]([C:12]([O:14][CH2:15][CH3:16])=[O:13])[C:7]2=O.P(Br)(Br)[Br:21].C(=O)([O-])O.[Na+], predict the reaction product.